Dataset: Full USPTO retrosynthesis dataset with 1.9M reactions from patents (1976-2016). Task: Predict the reactants needed to synthesize the given product. (1) The reactants are: B.[CH3:2][O:3][C:4]1[CH:5]=[CH:6][C:7]([N+:13]([O-:15])=[O:14])=[C:8]([CH2:10][C:11]#[N:12])[CH:9]=1.CO.Cl. Given the product [CH3:2][O:3][C:4]1[CH:5]=[CH:6][C:7]([N+:13]([O-:15])=[O:14])=[C:8]([CH2:10][CH2:11][NH2:12])[CH:9]=1, predict the reactants needed to synthesize it. (2) Given the product [Br:19][CH2:20][C:21]([O:18][CH2:17][C:1]1[C:14]2[C:15]3=[C:16]4[C:11](=[CH:12][CH:13]=2)[CH:10]=[CH:9][CH:8]=[C:7]4[CH:6]=[CH:5][C:4]3=[CH:3][CH:2]=1)=[O:22], predict the reactants needed to synthesize it. The reactants are: [C:1]1([CH2:17][OH:18])[C:14]2[C:15]3=[C:16]4[C:11](=[CH:12][CH:13]=2)[CH:10]=[CH:9][CH:8]=[C:7]4[CH:6]=[CH:5][C:4]3=[CH:3][CH:2]=1.[Br:19][CH2:20][C:21](Br)=[O:22]. (3) Given the product [OH:18][B:15]1[C:14]2[CH:19]=[C:10]([NH:9][S:8]([C:7]3[N:6]=[CH:5][C:4]([NH:22][C:23](=[O:32])[O:24][CH2:25][C:26]4[CH:27]=[CH:28][CH:29]=[CH:30][CH:31]=4)=[CH:3][C:2]=3[NH:1][C:34]3[CH:39]=[CH:38][C:37]([N+:40]([O-:42])=[O:41])=[CH:36][N:35]=3)(=[O:21])=[O:20])[CH:11]=[CH:12][C:13]=2[CH2:17][O:16]1, predict the reactants needed to synthesize it. The reactants are: [NH2:1][C:2]1[CH:3]=[C:4]([NH:22][C:23](=[O:32])[O:24][CH2:25][C:26]2[CH:31]=[CH:30][CH:29]=[CH:28][CH:27]=2)[CH:5]=[N:6][C:7]=1[S:8](=[O:21])(=[O:20])[NH:9][C:10]1[CH:11]=[CH:12][C:13]2[CH2:17][O:16][B:15]([OH:18])[C:14]=2[CH:19]=1.Cl[C:34]1[CH:39]=[CH:38][C:37]([N+:40]([O-:42])=[O:41])=[CH:36][N:35]=1.C(=O)([O-])[O-].[K+].[K+]. (4) Given the product [Br:1][C:2]1[NH:11][C:10](=[O:12])[C:9]([OH:13])=[C:8]2[C:3]=1[CH2:4][CH2:5][N:6]([CH2:16][C:17]1[CH:22]=[CH:21][C:20]([F:23])=[C:19]([Cl:24])[CH:18]=1)[C:7]2=[O:15], predict the reactants needed to synthesize it. The reactants are: [Br:1][C:2]1[NH:11][C:10](=[O:12])[C:9]([O:13]C)=[C:8]2[C:3]=1[CH2:4][CH2:5][N:6]([CH2:16][C:17]1[CH:22]=[CH:21][C:20]([F:23])=[C:19]([Cl:24])[CH:18]=1)[C:7]2=[O:15]. (5) Given the product [C:1]([C:3]1[N:11]=[CH:10][C:9]2[N:8]([CH2:12][O:13][CH2:14][CH2:15][Si:16]([CH3:19])([CH3:18])[CH3:17])[C:7]3[N:20]=[CH:21][CH:22]=[C:23]([N:24]4[CH2:29][CH2:28][CH2:27][C@H:26]([N:30]([CH2:41][CH3:42])[C:31](=[O:37])[O:32][C:33]([CH3:34])([CH3:36])[CH3:35])[CH2:25]4)[C:6]=3[C:5]=2[CH:4]=1)#[N:2], predict the reactants needed to synthesize it. The reactants are: [C:1]([C:3]1[N:11]=[CH:10][C:9]2[N:8]([CH2:12][O:13][CH2:14][CH2:15][Si:16]([CH3:19])([CH3:18])[CH3:17])[C:7]3[N:20]=[CH:21][CH:22]=[C:23]([N:24]4[CH2:29][CH2:28][CH2:27][C@H:26]([NH:30][C:31](=[O:37])[O:32][C:33]([CH3:36])([CH3:35])[CH3:34])[CH2:25]4)[C:6]=3[C:5]=2[CH:4]=1)#[N:2].[H-].[Na+].I[CH2:41][CH3:42]. (6) Given the product [NH:36]1[C:32]([C:29]2[CH:28]=[CH:27][C:26]([C:23]3[CH:24]=[CH:25][C:20]([O:19][CH2:18][CH2:17][CH2:16][CH2:15][CH2:14][CH2:13][CH2:12][CH2:11][CH2:10][CH2:9][CH2:8][CH2:7][CH2:6][CH2:5][CH2:4][C:3]([OH:37])=[O:2])=[CH:21][CH:22]=3)=[CH:31][CH:30]=2)=[N:33][N:34]=[N:35]1, predict the reactants needed to synthesize it. The reactants are: C[O:2][C:3](=[O:37])[CH2:4][CH2:5][CH2:6][CH2:7][CH2:8][CH2:9][CH2:10][CH2:11][CH2:12][CH2:13][CH2:14][CH2:15][CH2:16][CH2:17][CH2:18][O:19][C:20]1[CH:25]=[CH:24][C:23]([C:26]2[CH:31]=[CH:30][C:29]([C:32]3[NH:36][N:35]=[N:34][N:33]=3)=[CH:28][CH:27]=2)=[CH:22][CH:21]=1.CO.[OH-].[Na+].Cl.